From a dataset of Full USPTO retrosynthesis dataset with 1.9M reactions from patents (1976-2016). Predict the reactants needed to synthesize the given product. (1) Given the product [C:31]1([C:2]2[N:7]=[C:6]([NH:8][C:9]3[CH:14]=[CH:13][C:12]([O:15][C:16]([F:19])([F:18])[F:17])=[CH:11][CH:10]=3)[CH:5]=[C:4]([N:20]3[CH2:24][CH2:23][CH2:22][CH2:21]3)[CH:3]=2)[CH:36]=[CH:35][CH:34]=[CH:33][CH:32]=1, predict the reactants needed to synthesize it. The reactants are: Cl[C:2]1[N:7]=[C:6]([NH:8][C:9]2[CH:14]=[CH:13][C:12]([O:15][C:16]([F:19])([F:18])[F:17])=[CH:11][CH:10]=2)[CH:5]=[C:4]([N:20]2[CH2:24][CH2:23][CH2:22][CH2:21]2)[CH:3]=1.CC(C)([O-])C.[K+].[C:31]1(B(O)O)[CH:36]=[CH:35][CH:34]=[CH:33][CH:32]=1.O. (2) The reactants are: [CH2:1](Br)[C:2]1[CH:7]=[CH:6][CH:5]=[CH:4][CH:3]=1.[OH:9][C:10]1[CH:11]=[C:12]([CH:16]=[CH:17][C:18]=1[I:19])[C:13]([OH:15])=[O:14].C([O-])([O-])=O.[K+].[K+].[OH-].[Na+]. Given the product [CH2:1]([O:9][C:10]1[CH:11]=[C:12]([CH:16]=[CH:17][C:18]=1[I:19])[C:13]([OH:15])=[O:14])[C:2]1[CH:7]=[CH:6][CH:5]=[CH:4][CH:3]=1, predict the reactants needed to synthesize it. (3) Given the product [Cl:17][C:14]1[CH:13]=[CH:12][C:11]([C:10]([NH:9][CH2:8][CH2:7][C:6]([OH:19])=[O:5])=[O:18])=[CH:16][CH:15]=1, predict the reactants needed to synthesize it. The reactants are: C([O:5][C:6](=[O:19])[CH2:7][CH2:8][NH:9][C:10](=[O:18])[C:11]1[CH:16]=[CH:15][C:14]([Cl:17])=[CH:13][CH:12]=1)(C)(C)C. (4) Given the product [NH2:27][C:28]1[N:29]=[CH:30][C:31]([C:2]2[N:3]=[C:4]([N:21]3[CH2:26][CH2:25][O:24][CH2:23][CH2:22]3)[C:5]3[S:10][C:9]([C:11]4[CH:12]=[C:13]([CH:18]=[CH:19][CH:20]=4)[C:14]([NH:16][CH3:17])=[O:15])=[CH:8][C:6]=3[N:7]=2)=[CH:32][CH:33]=1, predict the reactants needed to synthesize it. The reactants are: Cl[C:2]1[N:3]=[C:4]([N:21]2[CH2:26][CH2:25][O:24][CH2:23][CH2:22]2)[C:5]2[S:10][C:9]([C:11]3[CH:12]=[C:13]([CH:18]=[CH:19][CH:20]=3)[C:14]([NH:16][CH3:17])=[O:15])=[CH:8][C:6]=2[N:7]=1.[NH2:27][C:28]1[CH:33]=[CH:32][C:31](B2OC(C)(C)C(C)(C)O2)=[CH:30][N:29]=1. (5) Given the product [Na+:48].[F:46][C:2]([F:1])([F:45])[C:3]1[CH:4]=[C:5]([CH:38]=[C:39]([C:41]([F:42])([F:43])[F:44])[CH:40]=1)[CH2:6][N:7]([CH2:21][C:22]1[CH:27]=[C:26]([C:28]([F:31])([F:30])[F:29])[CH:25]=[CH:24][C:23]=1[O:32][CH:33]([CH2:34][CH3:35])[CH2:36][CH3:37])[C:8]1[N:9]=[CH:10][C:11]([O:14][CH2:15][CH2:16][CH2:17][C:18]([O-:20])=[O:19])=[CH:12][N:13]=1, predict the reactants needed to synthesize it. The reactants are: [F:1][C:2]([F:46])([F:45])[C:3]1[CH:4]=[C:5]([CH:38]=[C:39]([C:41]([F:44])([F:43])[F:42])[CH:40]=1)[CH2:6][N:7]([CH2:21][C:22]1[CH:27]=[C:26]([C:28]([F:31])([F:30])[F:29])[CH:25]=[CH:24][C:23]=1[O:32][CH:33]([CH2:36][CH3:37])[CH2:34][CH3:35])[C:8]1[N:13]=[CH:12][C:11]([O:14][CH2:15][CH2:16][CH2:17][C:18]([OH:20])=[O:19])=[CH:10][N:9]=1.[OH-].[Na+:48]. (6) Given the product [F:1][C:2]1[C:7]2[O:8][CH2:28][C:27](=[O:31])[NH:23][C:6]=2[CH:5]=[C:4]([C:9](=[O:18])[CH2:10][C:11]2[CH:16]=[CH:15][C:14]([F:17])=[CH:13][CH:12]=2)[CH:3]=1, predict the reactants needed to synthesize it. The reactants are: [F:1][C:2]1[CH:3]=[C:4]([C:9](=[O:18])[CH2:10][C:11]2[CH:16]=[CH:15][C:14]([F:17])=[CH:13][CH:12]=2)[CH:5]=[CH:6][C:7]=1[OH:8].N([O-])=O.[Na+].[N+:23]([O-])(O)=O.[C:27]([OH:31])(=O)[CH2:28]C. (7) Given the product [CH3:28][O:29][CH2:30][O:1][CH:2]1[CH2:7][C:6]([N+:14]([O-:16])=[O:15])([C:8]2[CH:13]=[CH:12][CH:11]=[CH:10][CH:9]=2)[CH2:5][N:4]([CH3:17])[C:3]1=[O:18], predict the reactants needed to synthesize it. The reactants are: [OH:1][CH:2]1[CH2:7][C:6]([N+:14]([O-:16])=[O:15])([C:8]2[CH:13]=[CH:12][CH:11]=[CH:10][CH:9]=2)[CH2:5][N:4]([CH3:17])[C:3]1=[O:18].C(N(C(C)C)C(C)C)C.[CH3:28][O:29][CH2:30]Cl. (8) Given the product [OH:2][C:3]1[CH:12]=[C:11]2[C:6]([C:7]([CH3:20])=[C:8]([C:14]3[CH:15]=[CH:16][N:17]=[CH:18][CH:19]=3)[C:9](=[O:13])[O:10]2)=[CH:5][CH:4]=1, predict the reactants needed to synthesize it. The reactants are: C[O:2][C:3]1[CH:12]=[C:11]2[C:6]([C:7]([CH3:20])=[C:8]([C:14]3[CH:19]=[CH:18][N:17]=[CH:16][CH:15]=3)[C:9](=[O:13])[O:10]2)=[CH:5][CH:4]=1.CCS.[Al](Br)(Br)Br.